This data is from Reaction yield outcomes from USPTO patents with 853,638 reactions. The task is: Predict the reaction yield, written as a fraction of the theoretical maximum amount of product (1.0 means a 100% yield; for example, 0.34 means a 34% yield). (1) The reactants are [CH2:1]([O:5][C:6]1[C:15]2[C:10](=[CH:11][CH:12]=[C:13]([C:16]3[O:17][CH:18]=[CH:19][CH:20]=3)[CH:14]=2)[C:9](=[O:21])[N:8]([CH2:22][CH:23]([CH3:25])[CH3:24])[C:7]=1[CH2:26][NH:27]C(=O)OC(C)(C)C)[CH2:2][CH2:3][CH3:4].[ClH:35]. The catalyst is C(OCC)(=O)C. The product is [ClH:35].[NH2:27][CH2:26][C:7]1[N:8]([CH2:22][CH:23]([CH3:24])[CH3:25])[C:9](=[O:21])[C:10]2[C:15]([C:6]=1[O:5][CH2:1][CH2:2][CH2:3][CH3:4])=[CH:14][C:13]([C:16]1[O:17][CH:18]=[CH:19][CH:20]=1)=[CH:12][CH:11]=2. The yield is 0.917. (2) The reactants are BrC1C=CC(OC2C=CC(C#N)=C(Cl)N=2)=CC=1C1OCCO1.BrC1C=CC(OC2C=CC(C#N)=C(Cl)N=2)=CC=1C1OCCO1.[Br:45][C:46]1[CH:61]=[CH:60][C:49]([O:50][C:51]2[N:58]=[C:57](Cl)[CH:56]=[CH:55][C:52]=2[C:53]#[N:54])=[CH:48][C:47]=1[CH:62]1[O:66][CH2:65][CH2:64][O:63]1.[CH3:67][O:68][CH2:69][CH2:70][NH2:71]. The catalyst is C(#N)C. The product is [Br:45][C:46]1[CH:61]=[CH:60][C:49]([O:50][C:51]2[N:58]=[C:57]([NH:71][CH2:70][CH2:69][O:68][CH3:67])[CH:56]=[CH:55][C:52]=2[C:53]#[N:54])=[CH:48][C:47]=1[CH:62]1[O:66][CH2:65][CH2:64][O:63]1. The yield is 0.360. (3) The reactants are Br[C:2]1[C:3]2[N:4]([CH:9]=[CH:10][N:11]=2)[N:5]=[C:6]([Cl:8])[CH:7]=1.[CH:12]1[C:21]2[C:16](=[CH:17][CH:18]=[CH:19][CH:20]=2)[C:15](B(O)O)=[CH:14][N:13]=1.[O-]P([O-])([O-])=O.[K+].[K+].[K+]. The catalyst is C1C=CC([P]([Pd]([P](C2C=CC=CC=2)(C2C=CC=CC=2)C2C=CC=CC=2)([P](C2C=CC=CC=2)(C2C=CC=CC=2)C2C=CC=CC=2)[P](C2C=CC=CC=2)(C2C=CC=CC=2)C2C=CC=CC=2)(C2C=CC=CC=2)C2C=CC=CC=2)=CC=1.O1CCOCC1. The product is [Cl:8][C:6]1[CH:7]=[C:2]([C:15]2[C:16]3[C:21](=[CH:20][CH:19]=[CH:18][CH:17]=3)[CH:12]=[N:13][CH:14]=2)[C:3]2[N:4]([CH:9]=[CH:10][N:11]=2)[N:5]=1. The yield is 0.550. (4) The reactants are [Br:1][C:2]1[CH:7]=[CH:6][C:5]([NH2:8])=[C:4]([C:9]([F:12])([F:11])[F:10])[CH:3]=1.[O:13]1[CH2:18][CH2:17][C:16](=O)[CH2:15][CH2:14]1.C(O[BH-](OC(=O)C)OC(=O)C)(=O)C.[Na+]. The catalyst is ClCCCl. The product is [Br:1][C:2]1[CH:7]=[CH:6][C:5]([NH:8][CH:16]2[CH2:17][CH2:18][O:13][CH2:14][CH2:15]2)=[C:4]([C:9]([F:10])([F:11])[F:12])[CH:3]=1. The yield is 0.990. (5) The reactants are C1(S([C:10](=[CH:13][C:14]2[CH:19]=[CH:18][N:17]=[C:16]([C:20]3[N:21]=[CH:22][N:23]([CH2:25][C:26]4[CH:31]=[CH:30][CH:29]=[CH:28][C:27]=4[Cl:32])[CH:24]=3)[CH:15]=2)[C:11]#[N:12])(=O)=O)C=CC=CC=1.[N-:33]=[N+:34]=[N-:35].[Na+].Cl.[OH-].[Na+]. The catalyst is CN(C=O)C. The product is [Cl:32][C:27]1[CH:28]=[CH:29][CH:30]=[CH:31][C:26]=1[CH2:25][N:23]1[CH:24]=[C:20]([C:16]2[CH:15]=[C:14]([C:13]3[N:33]=[N:34][NH:35][C:10]=3[C:11]#[N:12])[CH:19]=[CH:18][N:17]=2)[N:21]=[CH:22]1. The yield is 0.390.